Dataset: CYP2C19 inhibition data for predicting drug metabolism from PubChem BioAssay. Task: Regression/Classification. Given a drug SMILES string, predict its absorption, distribution, metabolism, or excretion properties. Task type varies by dataset: regression for continuous measurements (e.g., permeability, clearance, half-life) or binary classification for categorical outcomes (e.g., BBB penetration, CYP inhibition). Dataset: cyp2c19_veith. (1) The compound is C/C(=C\c1ccc(N(C)C)cc1)[N+](=O)[O-]. The result is 1 (inhibitor). (2) The molecule is O=C(Nc1cccc(F)c1)N1CC[C@@]2(CCCNC2)C1. The result is 0 (non-inhibitor).